This data is from Forward reaction prediction with 1.9M reactions from USPTO patents (1976-2016). The task is: Predict the product of the given reaction. (1) Given the reactants [C:1]([O:8][CH3:9])(=[O:7])[CH2:2][C:3]([O:5][CH3:6])=[O:4].C([O-])([O-])=O.[K+].[K+].F[C:17]1[CH:22]=[CH:21][C:20]([N+:23]([O-:25])=[O:24])=[CH:19][CH:18]=1, predict the reaction product. The product is: [N+:23]([C:20]1[CH:21]=[CH:22][C:17]([CH:2]([C:1]([O:8][CH3:9])=[O:7])[C:3]([O:5][CH3:6])=[O:4])=[CH:18][CH:19]=1)([O-:25])=[O:24]. (2) Given the reactants [CH2:1]([O:3][CH:4]([O:7][CH2:8][CH3:9])[CH2:5][NH2:6])[CH3:2].[N:10]1[C:19]2[C:14](=[CH:15][CH:16]=[CH:17][CH:18]=2)[C:13]([CH:20]=O)=[CH:12][CH:11]=1, predict the reaction product. The product is: [CH2:1]([O:3][CH:4]([O:7][CH2:8][CH3:9])[CH2:5][NH:6][CH2:20][C:13]1[C:14]2[C:19](=[CH:18][CH:17]=[CH:16][CH:15]=2)[N:10]=[CH:11][CH:12]=1)[CH3:2]. (3) Given the reactants [OH:1][C:2]1[CH:3]=[C:4]([C:8]2[N:9]=[C:10]([N:30]3[CH2:35][CH2:34][O:33][CH2:32][CH2:31]3)[C:11]3[N:16]=[N:15][N:14]([CH:17]4[CH2:22][CH2:21][N:20](C(OC(C)(C)C)=O)[CH2:19][CH2:18]4)[C:12]=3[N:13]=2)[CH:5]=[CH:6][CH:7]=1, predict the reaction product. The product is: [N:30]1([C:10]2[C:11]3[N:16]=[N:15][N:14]([CH:17]4[CH2:22][CH2:21][NH:20][CH2:19][CH2:18]4)[C:12]=3[N:13]=[C:8]([C:4]3[CH:3]=[C:2]([OH:1])[CH:7]=[CH:6][CH:5]=3)[N:9]=2)[CH2:35][CH2:34][O:33][CH2:32][CH2:31]1. (4) Given the reactants [OH:1][CH2:2][CH:3]([CH2:6][CH2:7][OH:8])[CH2:4][OH:5].[CH3:9][C:10]1C=CC(S(O)(=O)=O)=C[CH:15]=1.C(N(CC)CC)C, predict the reaction product. The product is: [CH3:9][C:10]1([CH3:15])[O:5][CH2:4][CH:3]([CH2:6][CH2:7][OH:8])[CH2:2][O:1]1. (5) Given the reactants C(=O)([O-])[O-].[K+].[K+].[CH2:7]([O:9][C:10](=[O:14])[CH:11](Br)[CH3:12])[CH3:8].[C:15]1([C:25]2[N:30]=[N:29][N:28]=[C:27]([C:31]3[CH:36]=[CH:35][C:34]([OH:37])=[CH:33][C:32]=3[OH:38])[C:26]=2[C:39]2[C:48]3[C:43](=[CH:44][CH:45]=[CH:46][CH:47]=3)[CH:42]=[CH:41][CH:40]=2)[C:24]2[C:19](=[CH:20][CH:21]=[CH:22][CH:23]=2)[CH:18]=[CH:17][CH:16]=1, predict the reaction product. The product is: [C:15]1([C:25]2[N:30]=[N:29][N:28]=[C:27]([C:31]3[CH:36]=[CH:35][C:34]([O:37][CH:11]([C:10]([O:9][CH2:7][CH3:8])=[O:14])[CH3:12])=[CH:33][C:32]=3[OH:38])[C:26]=2[C:39]2[C:48]3[C:43](=[CH:44][CH:45]=[CH:46][CH:47]=3)[CH:42]=[CH:41][CH:40]=2)[C:24]2[C:19](=[CH:20][CH:21]=[CH:22][CH:23]=2)[CH:18]=[CH:17][CH:16]=1. (6) Given the reactants I[C:2]1[CH:7]=[CH:6][C:5]([CH2:8][C:9]([NH:11][C@@H:12]([C:14]2[CH:19]=[CH:18][C:17]([O:20][CH2:21][C:22]([F:25])([F:24])[F:23])=[CH:16][N:15]=2)[CH3:13])=[O:10])=[CH:4][CH:3]=1.[CH3:26][N:27]1[C:31](B2OC(C)(C)C(C)(C)O2)=[CH:30][CH:29]=[N:28]1.[O-]P([O-])([O-])=O.[K+].[K+].[K+], predict the reaction product. The product is: [CH3:26][N:27]1[C:31]([C:2]2[CH:7]=[CH:6][C:5]([CH2:8][C:9]([NH:11][C@@H:12]([C:14]3[CH:19]=[CH:18][C:17]([O:20][CH2:21][C:22]([F:25])([F:24])[F:23])=[CH:16][N:15]=3)[CH3:13])=[O:10])=[CH:4][CH:3]=2)=[CH:30][CH:29]=[N:28]1. (7) Given the reactants [Cl:1][C:2]1[N:11]=[C:10](Cl)[C:9]2[C:4](=[CH:5][CH:6]=[CH:7][CH:8]=2)[N:3]=1.[NH2:13][C:14]1[CH:15]=[CH:16][C:17]([O:20][CH3:21])=[N:18][CH:19]=1.C([O-])(=O)C.[Na+], predict the reaction product. The product is: [Cl:1][C:2]1[N:11]=[C:10]([NH:13][C:14]2[CH:19]=[N:18][C:17]([O:20][CH3:21])=[CH:16][CH:15]=2)[C:9]2[C:4](=[CH:5][CH:6]=[CH:7][CH:8]=2)[N:3]=1. (8) Given the reactants [CH2:1]1[C:12]2[C:11]3[CH:10]=[CH:9][CH:8]=[C:7]([C:13]([NH:15][C@@H:16]([CH3:22])[C:17]([O:19][CH2:20][CH3:21])=[O:18])=[O:14])[C:6]=3[NH:5][C:4]=2[CH2:3][CH2:2]1.Cl, predict the reaction product. The product is: [CH2:1]1[CH:12]2[CH:4]([NH:5][C:6]3[C:7]([C:13]([NH:15][C@@H:16]([CH3:22])[C:17]([O:19][CH2:20][CH3:21])=[O:18])=[O:14])=[CH:8][CH:9]=[CH:10][C:11]=32)[CH2:3][CH2:2]1.